Dataset: Full USPTO retrosynthesis dataset with 1.9M reactions from patents (1976-2016). Task: Predict the reactants needed to synthesize the given product. (1) Given the product [CH2:2]([O:4][C:5](=[O:14])[CH:6]([Cl:1])[C:7](=[O:13])[C:8]([CH3:12])([CH3:11])[CH:9]=[CH2:10])[CH3:3], predict the reactants needed to synthesize it. The reactants are: [Cl-:1].[CH2:2]([O:4][C:5](=[O:14])[CH2:6][C:7](=[O:13])[C:8]([CH3:12])([CH3:11])[CH:9]=[CH2:10])[CH3:3]. (2) Given the product [C:17]([C:2]1[C:3]2[S:14][C:13]([CH3:15])=[CH:12][C:4]=2[NH:5][C:6]=1[C:7]([O:9][CH2:10][CH3:11])=[O:8])#[N:18], predict the reactants needed to synthesize it. The reactants are: Br[C:2]1[C:3]2[S:14][C:13]([CH3:15])=[CH:12][C:4]=2[NH:5][C:6]=1[C:7]([O:9][CH2:10][CH3:11])=[O:8].O.[CH3:17][N:18]1CCCC1=O.